From a dataset of Catalyst prediction with 721,799 reactions and 888 catalyst types from USPTO. Predict which catalyst facilitates the given reaction. (1) Reactant: [CH3:1][C:2]1[CH:7]=[C:6]([O:8][C:9]2[CH:14]=[CH:13][C:12]([O:15][C:16]3[CH:21]=[CH:20][CH:19]=[CH:18][CH:17]=3)=[CH:11][CH:10]=2)[CH:5]=[C:4]([CH3:22])[C:3]=1[C:23]1[N:24]=[C:25]([NH2:28])[S:26][CH:27]=1.C(N(CC)CC)C.Cl.[C:37](Cl)(=[O:44])[C:38]1[CH:43]=[CH:42][N:41]=[CH:40][CH:39]=1. Product: [CH3:1][C:2]1[CH:7]=[C:6]([O:8][C:9]2[CH:10]=[CH:11][C:12]([O:15][C:16]3[CH:21]=[CH:20][CH:19]=[CH:18][CH:17]=3)=[CH:13][CH:14]=2)[CH:5]=[C:4]([CH3:22])[C:3]=1[C:23]1[N:24]=[C:25]([NH:28][C:37](=[O:44])[C:38]2[CH:43]=[CH:42][N:41]=[CH:40][CH:39]=2)[S:26][CH:27]=1. The catalyst class is: 1. (2) Reactant: C(NC(C)C)(C)C.C([Li])CCC.[Cl:13][C:14]1[CH:19]=[C:18]([C:20]([F:23])([F:22])[F:21])[CH:17]=[CH:16][N:15]=1.[CH:24](=[O:28])[CH:25]([CH3:27])[CH3:26]. Product: [Cl:13][C:14]1[C:19]([CH:24]([OH:28])[CH:25]([CH3:27])[CH3:26])=[C:18]([C:20]([F:21])([F:22])[F:23])[CH:17]=[CH:16][N:15]=1. The catalyst class is: 7. (3) Reactant: [CH2:1]1[C:9]2[C:4](=[CH:5][CH:6]=[CH:7][CH:8]=2)[CH:3]=[CH:2]1.[CH2:10](Br)[CH2:11][CH2:12][CH3:13]. Product: [CH2:10]([CH:1]1[C:9]2[C:4](=[CH:5][CH:6]=[CH:7][CH:8]=2)[CH:3]=[CH:2]1)[CH2:11][CH2:12][CH3:13]. The catalyst class is: 1. (4) Reactant: [NH2:1][C:2]1[N:7]=[CH:6][C:5](/[CH:8]=[C:9](\[CH3:15])/[C:10]([O:12]CC)=[O:11])=[CH:4][CH:3]=1.[ClH:16]. Product: [ClH:16].[NH2:1][C:2]1[N:7]=[CH:6][C:5](/[CH:8]=[C:9](\[CH3:15])/[C:10]([OH:12])=[O:11])=[CH:4][CH:3]=1. The catalyst class is: 52. (5) Reactant: [CH2:1]([O:8][C:9]([N:11]([CH2:17][C:18]1[CH:27]=[CH:26][C:21]([C:22]([O:24][CH3:25])=[O:23])=[CH:20][N:19]=1)[CH2:12][C:13]([O:15][CH3:16])=[O:14])=[O:10])[C:2]1[CH:7]=[CH:6][CH:5]=[CH:4][CH:3]=1.[BH3-]C#N.[Na+].C([O-])(O)=O.[Na+]. Product: [CH2:1]([O:8][C:9]([N:11]([CH2:17][CH:18]1[NH:19][CH2:20][CH:21]([C:22]([O:24][CH3:25])=[O:23])[CH2:26][CH2:27]1)[CH2:12][C:13]([O:15][CH3:16])=[O:14])=[O:10])[C:2]1[CH:3]=[CH:4][CH:5]=[CH:6][CH:7]=1. The catalyst class is: 313.